Dataset: Peptide-MHC class II binding affinity with 134,281 pairs from IEDB. Task: Regression. Given a peptide amino acid sequence and an MHC pseudo amino acid sequence, predict their binding affinity value. This is MHC class II binding data. (1) The peptide sequence is WVKVVEEKGFNPEVIPMF. The MHC is DRB1_0101 with pseudo-sequence DRB1_0101. The binding affinity (normalized) is 0.172. (2) The peptide sequence is MWRSRADEINAIFEE. The MHC is HLA-DQA10201-DQB10303 with pseudo-sequence HLA-DQA10201-DQB10303. The binding affinity (normalized) is 0.305. (3) The MHC is HLA-DQA10201-DQB10301 with pseudo-sequence HLA-DQA10201-DQB10301. The peptide sequence is KKLTIAYLVGSNMTQRV. The binding affinity (normalized) is 0.659. (4) The peptide sequence is VVHITDDNEEPIAP. The MHC is DRB1_1101 with pseudo-sequence DRB1_1101. The binding affinity (normalized) is 0. (5) The peptide sequence is PVVHFFKNIVTPRTPPY. The MHC is H-2-IAd with pseudo-sequence H-2-IAd. The binding affinity (normalized) is 0.176. (6) The peptide sequence is AFTVAATAANAAPAN. The MHC is DRB1_0701 with pseudo-sequence DRB1_0701. The binding affinity (normalized) is 0.514.